Dataset: Forward reaction prediction with 1.9M reactions from USPTO patents (1976-2016). Task: Predict the product of the given reaction. (1) Given the reactants Cl.[C:2]([C:4]1([NH:7][C:8]([C@@H:10]2[CH2:14][C@@H:13]([S:15]([C:18]3[CH:23]=[CH:22][CH:21]=[CH:20][C:19]=3[C:24]([F:27])([F:26])[F:25])(=[O:17])=[O:16])[CH2:12][NH:11]2)=[O:9])[CH2:6][CH2:5]1)#[N:3].[F:28][C:29]([F:40])([F:39])[C:30](O[C:30](=[O:31])[C:29]([F:40])([F:39])[F:28])=[O:31], predict the reaction product. The product is: [C:2]([C:4]1([NH:7][C:8]([C@@H:10]2[CH2:14][C@@H:13]([S:15]([C:18]3[CH:23]=[CH:22][CH:21]=[CH:20][C:19]=3[C:24]([F:27])([F:25])[F:26])(=[O:17])=[O:16])[CH2:12][N:11]2[C:30](=[O:31])[C:29]([F:40])([F:39])[F:28])=[O:9])[CH2:5][CH2:6]1)#[N:3]. (2) Given the reactants [C:1]([C:3]1[CH:8]=[CH:7][C:6]([CH:9]2[N:14]([C:15](OC3C=CC([N+]([O-])=O)=CC=3)=[O:16])[C:13](=[O:27])[N:12]([C:28]3[CH:33]=[CH:32][CH:31]=[C:30]([C:34]([F:37])([F:36])[F:35])[CH:29]=3)[C:11]3[CH2:38][CH2:39][C:40](=[O:41])[C:10]2=3)=[CH:5][CH:4]=1)#[N:2].[NH2:42][CH2:43][C:44]([CH3:47])([OH:46])[CH3:45], predict the reaction product. The product is: [C:1]([C:3]1[CH:8]=[CH:7][C:6]([CH:9]2[N:14]([C:15]([NH:42][CH2:43][C:44]([OH:46])([CH3:47])[CH3:45])=[O:16])[C:13](=[O:27])[N:12]([C:28]3[CH:33]=[CH:32][CH:31]=[C:30]([C:34]([F:36])([F:35])[F:37])[CH:29]=3)[C:11]3[CH2:38][CH2:39][C:40](=[O:41])[C:10]2=3)=[CH:5][CH:4]=1)#[N:2].